Dataset: Peptide-MHC class I binding affinity with 185,985 pairs from IEDB/IMGT. Task: Regression. Given a peptide amino acid sequence and an MHC pseudo amino acid sequence, predict their binding affinity value. This is MHC class I binding data. (1) The peptide sequence is HLKCRLKMDK. The MHC is HLA-A03:01 with pseudo-sequence HLA-A03:01. The binding affinity (normalized) is 0.610. (2) The peptide sequence is WSYYMATLK. The MHC is HLA-A68:01 with pseudo-sequence HLA-A68:01. The binding affinity (normalized) is 0.944.